This data is from Catalyst prediction with 721,799 reactions and 888 catalyst types from USPTO. The task is: Predict which catalyst facilitates the given reaction. (1) Reactant: [NH:1]1[CH2:6][CH2:5][O:4][CH2:3][CH2:2]1.Cl.C(N=C=NCCCN(C)C)C.[CH3:19][O:20][C:21]1[C:22](=[O:48])[C:23]([CH3:47])=[C:24]([CH2:30][C:31]2[CH:32]=[CH:33][C:34]([O:40][C:41]3[CH:46]=[CH:45][CH:44]=[CH:43][CH:42]=3)=[C:35]([CH:39]=2)[C:36](O)=[O:37])[C:25](=[O:29])[C:26]=1[O:27][CH3:28]. Product: [CH3:19][O:20][C:21]1[C:22](=[O:48])[C:23]([CH3:47])=[C:24]([CH2:30][C:31]2[CH:32]=[CH:33][C:34]([O:40][C:41]3[CH:46]=[CH:45][CH:44]=[CH:43][CH:42]=3)=[C:35]([CH:39]=2)[C:36]([N:1]2[CH2:6][CH2:5][O:4][CH2:3][CH2:2]2)=[O:37])[C:25](=[O:29])[C:26]=1[O:27][CH3:28]. The catalyst class is: 2. (2) Reactant: Br[C:2]1[CH:7]=[CH:6][C:5]([O:8][CH2:9][O:10][CH3:11])=[CH:4][CH:3]=1.[Mg].[N+:13]([C:16]1[CH:23]=[CH:22][CH:21]=[CH:20][C:17]=1[CH:18]=[O:19])([O-:15])=[O:14].O. Product: [CH3:11][O:10][CH2:9][O:8][C:5]1[CH:6]=[CH:7][C:2]([CH:18]([C:17]2[CH:20]=[CH:21][CH:22]=[CH:23][C:16]=2[N+:13]([O-:15])=[O:14])[OH:19])=[CH:3][CH:4]=1. The catalyst class is: 1. (3) Reactant: [C:1]([C:3]1[CH:4]=[CH:5][C:6]([CH:12]2[C:21]3[C:20](=[O:22])[CH2:19][CH2:18][CH2:17][C:16]=3[N:15]([C:23]3[CH:28]=[CH:27][CH:26]=[C:25]([C:29]([F:32])([F:31])[F:30])[CH:24]=3)[C:14](=[O:33])[N:13]2[CH3:34])=[C:7]([CH:11]=1)[C:8](O)=[O:9])#[N:2].C(N1C=CN=C1)(N1C=CN=C1)=O.[BH4-].[Na+].C(O)(=O)C. Product: [OH:9][CH2:8][C:7]1[CH:11]=[C:3]([CH:4]=[CH:5][C:6]=1[CH:12]1[C:21]2[C:20](=[O:22])[CH2:19][CH2:18][CH2:17][C:16]=2[N:15]([C:23]2[CH:28]=[CH:27][CH:26]=[C:25]([C:29]([F:32])([F:30])[F:31])[CH:24]=2)[C:14](=[O:33])[N:13]1[CH3:34])[C:1]#[N:2]. The catalyst class is: 20. (4) Reactant: [Cl-:1].C([NH2+:9][CH:10]1[CH2:15][CH2:14][CH2:13][CH:12]([C:16]([F:19])([F:18])[F:17])[CH2:11]1)C1C=CC=CC=1. Product: [Cl-:1].[F:17][C:16]([F:18])([F:19])[CH:12]1[CH2:13][CH2:14][CH2:15][CH:10]([NH3+:9])[CH2:11]1. The catalyst class is: 19. (5) Reactant: CS(O[CH2:6][CH2:7][C:8]1[CH:13]=[CH:12][CH:11]=[CH:10][C:9]=1[Br:14])(=O)=O.[CH2:15]([O:17][CH2:18][CH2:19][NH2:20])[CH3:16].C(=O)([O-])[O-].[K+].[K+]. Product: [Br:14][C:9]1[CH:10]=[CH:11][CH:12]=[CH:13][C:8]=1[CH2:7][CH2:6][NH:20][CH2:19][CH2:18][O:17][CH2:15][CH3:16]. The catalyst class is: 7. (6) Reactant: Cl.[CH3:2][S:3]([C:6]1[CH:11]=[CH:10][C:9]([C:12]2[CH:17]=[CH:16][C:15]([O:18][CH2:19][CH:20]3[CH2:25][CH2:24][NH:23][CH2:22][CH2:21]3)=[CH:14][CH:13]=2)=[CH:8][CH:7]=1)(=[O:5])=[O:4].[C:26]([CH2:30][C:31](Cl)=[O:32])([F:29])([F:28])[F:27].CCN(CC)CC.O. Product: [F:27][C:26]([F:29])([F:28])[CH2:30][C:31]([N:23]1[CH2:24][CH2:25][CH:20]([CH2:19][O:18][C:15]2[CH:16]=[CH:17][C:12]([C:9]3[CH:8]=[CH:7][C:6]([S:3]([CH3:2])(=[O:5])=[O:4])=[CH:11][CH:10]=3)=[CH:13][CH:14]=2)[CH2:21][CH2:22]1)=[O:32]. The catalyst class is: 2.